This data is from Retrosynthesis with 50K atom-mapped reactions and 10 reaction types from USPTO. The task is: Predict the reactants needed to synthesize the given product. (1) Given the product CCOC(=O)/C(=C\c1ccc(Cl)cc1Cl)C(=O)CCl, predict the reactants needed to synthesize it. The reactants are: CCOC(=O)CC(=O)CCl.O=Cc1ccc(Cl)cc1Cl. (2) Given the product CC(C)(C)OC(=O)N1CCC(CO)CC1, predict the reactants needed to synthesize it. The reactants are: CC(C)(C)OC(=O)N1CCC(C=O)CC1. (3) Given the product Nc1cc(CN2CCOCC2)cc(C(F)(F)F)c1, predict the reactants needed to synthesize it. The reactants are: Nc1cc(C(=O)N2CCOCC2)cc(C(F)(F)F)c1. (4) Given the product CC(C)c1ccc(C(=O)Nc2ccccc2C(=O)Nc2ccc(Cl)cn2)c(O)c1, predict the reactants needed to synthesize it. The reactants are: COCOc1cc(C(C)C)ccc1C(=O)Nc1ccccc1C(=O)Nc1ccc(Cl)cn1.